From a dataset of Reaction yield outcomes from USPTO patents with 853,638 reactions. Predict the reaction yield, written as a fraction of the theoretical maximum amount of product (1.0 means a 100% yield; for example, 0.34 means a 34% yield). (1) The reactants are [Br:1]Br.[S:3]1[C:7]([C:8]2[CH:13]=[CH:12][N:11]=[C:10]([S:14]([CH3:17])(=[O:16])=[O:15])[N:9]=2)=[CH:6][C:5]2[CH:18]=[CH:19][CH:20]=[CH:21][C:4]1=2. The catalyst is C(O)(=O)C. The product is [Br:1][C:6]1[C:5]2[CH:18]=[CH:19][CH:20]=[CH:21][C:4]=2[S:3][C:7]=1[C:8]1[CH:13]=[CH:12][N:11]=[C:10]([S:14]([CH3:17])(=[O:16])=[O:15])[N:9]=1. The yield is 0.800. (2) The catalyst is CN(C=O)C.O. The yield is 0.720. The product is [CH2:1]([N:8]1[C:16]2[C:11](=[CH:12][CH:13]=[CH:14][CH:15]=2)[C:10]([C:17]([N:19]([CH2:21][C:22]2[CH:27]=[CH:26][C:25]([C:28]3[CH:33]=[CH:32][C:31]([O:34][CH2:35][C:36]4[NH:41][N:40]=[N:39][N:37]=4)=[C:30]([Br:38])[CH:29]=3)=[CH:24][CH:23]=2)[CH3:20])=[O:18])=[CH:9]1)[C:2]1[CH:3]=[CH:4][CH:5]=[CH:6][CH:7]=1. The reactants are [CH2:1]([N:8]1[C:16]2[C:11](=[CH:12][CH:13]=[CH:14][CH:15]=2)[C:10]([C:17]([N:19]([CH2:21][C:22]2[CH:27]=[CH:26][C:25]([C:28]3[CH:33]=[CH:32][C:31]([O:34][CH2:35][C:36]#[N:37])=[C:30]([Br:38])[CH:29]=3)=[CH:24][CH:23]=2)[CH3:20])=[O:18])=[CH:9]1)[C:2]1[CH:7]=[CH:6][CH:5]=[CH:4][CH:3]=1.[N-:39]=[N+:40]=[N-:41].[Na+].[Cl-].[NH4+].[OH-].[Na+]. (3) The reactants are [CH2:1]([OH:5])[CH2:2][C:3]#[CH:4].[CH:6]([O:8][CH2:9][CH3:10])=[CH2:7].C1(C)C=CC(S([O-])(=O)=O)=CC=1.[NH+]1C=CC=CC=1. The catalyst is C(Cl)Cl.C1(C)C=CC(S([O-])(=O)=O)=CC=1.[NH+]1C=CC=CC=1. The product is [CH2:6]([O:8][CH:9]([O:5][CH2:1][CH2:2][C:3]#[CH:4])[CH3:10])[CH3:7]. The yield is 0.855. (4) The reactants are C(NC1N=CC([C@@H](OC(N2C(C[C:23]3[CH:28]=[CH:27][C:26]([C:29]([O:31]C)=[O:30])=[CH:25][CH:24]=3)CCC2)=O)O)=CC=1)(C)(C)C.[Li+].[OH-].C(O)(=O)C. The catalyst is O1CCOCC1.O.CCOC(C)=O. The product is [C:29]([OH:31])(=[O:30])[C:26]1[CH:27]=[CH:28][CH:23]=[CH:24][CH:25]=1. The yield is 1.00. (5) The reactants are C[O:2][C:3](=O)[C:4]1[CH:9]=[CH:8][C:7]([O:10][CH2:11][C:12]2[C:13]([C:18]3[CH:23]=[CH:22][CH:21]=[CH:20][C:19]=3[F:24])=[N:14][O:15][C:16]=2[CH3:17])=[N:6][CH:5]=1.[F:26][C:27]([F:34])([C:30]([F:33])([F:32])[F:31])[CH2:28][NH2:29]. No catalyst specified. The product is [F:24][C:19]1[CH:20]=[CH:21][CH:22]=[CH:23][C:18]=1[C:13]1[C:12]([CH2:11][O:10][C:7]2[CH:8]=[CH:9][C:4]([C:3]([NH:29][CH2:28][C:27]([F:34])([F:26])[C:30]([F:33])([F:32])[F:31])=[O:2])=[CH:5][N:6]=2)=[C:16]([CH3:17])[O:15][N:14]=1. The yield is 0.750. (6) The yield is 0.520. The product is [BrH:45].[F:4][C:5]1[CH:10]=[CH:9][CH:8]=[C:7]([F:11])[C:6]=1[N:12]1[C:17]2[N:18]=[C:19]([NH:37][CH2:38][C:39]3[NH:43][CH:42]=[CH:41][N:40]=3)[N:20]=[C:21]([C:22]3[CH:23]=[C:24]([CH:33]=[CH:34][C:35]=3[CH3:36])[C:25]([NH:27][C:28]3[S:29][CH:30]=[CH:31][N:32]=3)=[O:26])[C:16]=2[CH:15]=[CH:14][C:13]1=[O:44]. The catalyst is O. The reactants are C(#N)C.[F:4][C:5]1[CH:10]=[CH:9][CH:8]=[C:7]([F:11])[C:6]=1[N:12]1[C:17]2[N:18]=[C:19]([NH:37][CH2:38][C:39]3[NH:40][CH:41]=[CH:42][N:43]=3)[N:20]=[C:21]([C:22]3[CH:23]=[C:24]([CH:33]=[CH:34][C:35]=3[CH3:36])[C:25]([NH:27][C:28]3[S:29][CH:30]=[CH:31][N:32]=3)=[O:26])[C:16]=2[CH:15]=[CH:14][C:13]1=[O:44].[BrH:45]. (7) The reactants are [F:1][C:2]1[CH:7]=[CH:6][C:5]([S:8]([C:11]2[N:15]([C:16]3[C:17]([F:22])=[N:18][CH:19]=[CH:20][CH:21]=3)[N:14]=[C:13]([CH2:23][OH:24])[CH:12]=2)(=[O:10])=[O:9])=[CH:4][CH:3]=1. The catalyst is C1(C)C=CC=CC=1.[O-2].[O-2].[Mn+4]. The product is [F:1][C:2]1[CH:7]=[CH:6][C:5]([S:8]([C:11]2[N:15]([C:16]3[C:17]([F:22])=[N:18][CH:19]=[CH:20][CH:21]=3)[N:14]=[C:13]([CH:23]=[O:24])[CH:12]=2)(=[O:9])=[O:10])=[CH:4][CH:3]=1. The yield is 0.800. (8) The reactants are [C:1]([C:3]1[CH:4]=[N:5][N:6]([CH2:8][C:9]([F:12])([F:11])[F:10])[CH:7]=1)#[CH:2].[Br:13][C:14]1[CH:19]=[C:18]([NH:20][S:21]([CH3:24])(=[O:23])=[O:22])[C:17](I)=[CH:16][N:15]=1.C(N(CC)CC)C. The catalyst is CN(C=O)C.[Cu]I.Cl[Pd](Cl)([P](C1C=CC=CC=1)(C1C=CC=CC=1)C1C=CC=CC=1)[P](C1C=CC=CC=1)(C1C=CC=CC=1)C1C=CC=CC=1. The product is [Br:13][C:14]1[N:15]=[CH:16][C:17]2[CH:2]=[C:1]([C:3]3[CH:4]=[N:5][N:6]([CH2:8][C:9]([F:11])([F:12])[F:10])[CH:7]=3)[N:20]([S:21]([CH3:24])(=[O:23])=[O:22])[C:18]=2[CH:19]=1. The yield is 0.470. (9) The reactants are [NH:1]1[CH2:6][CH2:5][O:4][CH2:3][CH2:2]1.[Cl-].C[Al+]C.[F:11][C:12]1[CH:21]=[CH:20][C:19]2[O:18][CH2:17][C:16]3[CH:22]=[C:23]([C:25]([O-])=[O:26])[S:24][C:15]=3[C:14]=2[CH:13]=1. The catalyst is ClCCCl. The product is [F:11][C:12]1[CH:21]=[CH:20][C:19]2[O:18][CH2:17][C:16]3[CH:22]=[C:23]([C:25]([N:1]4[CH2:6][CH2:5][O:4][CH2:3][CH2:2]4)=[O:26])[S:24][C:15]=3[C:14]=2[CH:13]=1. The yield is 0.400. (10) The reactants are [CH2:1]([N:8]([CH3:22])[C:9]1[N:10]=[C:11](O)[C:12]2[C:17]([CH:18]=1)=[CH:16][C:15]([O:19][CH3:20])=[CH:14][CH:13]=2)[C:2]1[CH:7]=[CH:6][CH:5]=[CH:4][CH:3]=1.O=P(Cl)(Cl)[Cl:25]. No catalyst specified. The product is [CH2:1]([N:8]([CH3:22])[C:9]1[N:10]=[C:11]([Cl:25])[C:12]2[C:17]([CH:18]=1)=[CH:16][C:15]([O:19][CH3:20])=[CH:14][CH:13]=2)[C:2]1[CH:7]=[CH:6][CH:5]=[CH:4][CH:3]=1. The yield is 0.750.